Dataset: Peptide-MHC class II binding affinity with 134,281 pairs from IEDB. Task: Regression. Given a peptide amino acid sequence and an MHC pseudo amino acid sequence, predict their binding affinity value. This is MHC class II binding data. (1) The peptide sequence is LGQTIRNSRWSSPDN. The MHC is HLA-DQA10102-DQB10602 with pseudo-sequence HLA-DQA10102-DQB10602. The binding affinity (normalized) is 0.189. (2) The peptide sequence is VEIKEFANAVKLRRS. The MHC is DRB1_0701 with pseudo-sequence DRB1_0701. The binding affinity (normalized) is 0.549.